This data is from Reaction yield outcomes from USPTO patents with 853,638 reactions. The task is: Predict the reaction yield, written as a fraction of the theoretical maximum amount of product (1.0 means a 100% yield; for example, 0.34 means a 34% yield). The reactants are [F:1][C@@H:2]1[CH2:6][CH2:5][N:4]([CH2:7][C@H:8]2[CH2:13][CH2:12][C@H:11]([NH:14][C:15](=O)OC(C)(C)C)[CH2:10][CH2:9]2)[CH2:3]1.Cl.[Br:23][C:24]1[CH:25]=[C:26]2[C:31](=[CH:32][CH:33]=1)[N:30]=[CH:29][C:28]([C:34]([CH:36]1[CH2:38][CH2:37]1)=[O:35])=C2Cl.C([O-])([O-])=O.[K+].[K+].C(N(CC)C(C)C)(C)C. The catalyst is C1COCC1.O1CCOCC1.O. The product is [Br:23][C:24]1[CH:33]=[C:32]2[C:31](=[CH:26][CH:25]=1)[N:30]=[CH:29][C:28]([C:34]([CH:36]1[CH2:38][CH2:37]1)=[O:35])=[C:15]2[NH:14][C@H:11]1[CH2:10][CH2:9][C@H:8]([CH2:7][N:4]2[CH2:5][CH2:6][C@@H:2]([F:1])[CH2:3]2)[CH2:13][CH2:12]1. The yield is 0.520.